This data is from Forward reaction prediction with 1.9M reactions from USPTO patents (1976-2016). The task is: Predict the product of the given reaction. (1) The product is: [CH2:8]([O:7][C:5]([CH:4]1[CH2:3][CH2:2][N:1]([C:20]2[N:29]=[C:28]([NH:30][CH2:31][C:32]3[CH:37]=[CH:36][C:35]([O:38][CH3:39])=[C:34]([Cl:40])[CH:33]=3)[C:27]3[C:22](=[CH:23][CH:24]=[C:25]([C:41]#[N:42])[CH:26]=3)[N:21]=2)[CH2:11][CH2:10]1)=[O:6])[CH3:9]. Given the reactants [NH:1]1[CH2:11][CH2:10][CH:4]([C:5]([O:7][CH2:8][CH3:9])=[O:6])[CH2:3][CH2:2]1.C(N(CC)CC)C.Cl[C:20]1[N:29]=[C:28]([NH:30][CH2:31][C:32]2[CH:37]=[CH:36][C:35]([O:38][CH3:39])=[C:34]([Cl:40])[CH:33]=2)[C:27]2[C:22](=[CH:23][CH:24]=[C:25]([C:41]#[N:42])[CH:26]=2)[N:21]=1, predict the reaction product. (2) The product is: [CH:18]([NH:17][C:8]1[CH:7]=[C:6]([CH:11]=[C:10]([O:12][S:13]([CH3:16])(=[O:15])=[O:14])[N:9]=1)[C:5]([OH:22])=[O:4])([CH2:20][CH3:21])[CH3:19]. Given the reactants [OH-].[Li+].C[O:4][C:5](=[O:22])[C:6]1[CH:11]=[C:10]([O:12][S:13]([CH3:16])(=[O:15])=[O:14])[N:9]=[C:8]([NH:17][CH:18]([CH2:20][CH3:21])[CH3:19])[CH:7]=1.Cl, predict the reaction product. (3) Given the reactants Br[C:2]1[CH:10]=[C:9]2[C:5]([CH:6]=[N:7][N:8]2S(C2C=CC=CC=2)(=O)=O)=[C:4]([C:20]2[O:24][C:23]([CH2:25][NH:26][CH2:27][CH:28]([OH:36])[CH2:29][N:30]3[CH2:35][CH2:34][O:33][CH2:32][CH2:31]3)=[N:22][N:21]=2)[CH:3]=1.[CH3:37][O:38][C:39]1[C:44]([NH:45][S:46]([CH3:49])(=[O:48])=[O:47])=[CH:43][C:42](B2OC(C)(C)C(C)(C)O2)=[CH:41][N:40]=1.[O-]P([O-])([O-])=O.[K+].[K+].[K+].O1CCOCC1, predict the reaction product. The product is: [OH:36][CH:28]([CH2:29][N:30]1[CH2:31][CH2:32][O:33][CH2:34][CH2:35]1)[CH2:27][NH:26][CH2:25][C:23]1[O:24][C:20]([C:4]2[CH:3]=[C:2]([C:42]3[CH:43]=[C:44]([NH:45][S:46]([CH3:49])(=[O:47])=[O:48])[C:39]([O:38][CH3:37])=[N:40][CH:41]=3)[CH:10]=[C:9]3[C:5]=2[CH:6]=[N:7][NH:8]3)=[N:21][N:22]=1. (4) Given the reactants [CH2:1]([N:8]1[CH2:12][CH2:11][N:10]([C:13]2[S:14][C:15](C(O)=O)=[C:16]([CH3:18])[N:17]=2)[C:9]1=[O:22])[C:2]1[CH:7]=[CH:6][CH:5]=[CH:4][CH:3]=1.CC1N=C(N2CC[N:31]([CH2:34][C:35]3[CH:43]=[CH:42][C:38](C(O)=O)=[CH:37][CH:36]=3)[C:30]2=[O:44])SC=1.C(N)C1C=CC=CC=1, predict the reaction product. The product is: [CH2:34]([NH:31][C:30](=[O:44])[C:5]1[CH:4]=[CH:3][C:2]([CH2:1][N:8]2[CH2:12][CH2:11][N:10]([C:13]3[S:14][CH:15]=[C:16]([CH3:18])[N:17]=3)[C:9]2=[O:22])=[CH:7][CH:6]=1)[C:35]1[CH:43]=[CH:42][CH:38]=[CH:37][CH:36]=1.